Predict the product of the given reaction. From a dataset of Forward reaction prediction with 1.9M reactions from USPTO patents (1976-2016). (1) The product is: [F:26][C:21]([F:27])([C:22]([F:23])([F:24])[F:25])[C:2]([F:1])([F:28])[C:3]([C:6]1[CH:19]=[CH:18][C:9]([NH:10][C:11](=[O:17])[O:12][C:13]([CH3:16])([CH3:15])[CH3:14])=[C:8]([CH3:20])[CH:7]=1)=[CH2:4]. Given the reactants [F:1][C:2]([F:28])([C:21]([F:27])([F:26])[C:22]([F:25])([F:24])[F:23])[C:3]([C:6]1[CH:19]=[CH:18][C:9]([NH:10][C:11](=[O:17])[O:12][C:13]([CH3:16])([CH3:15])[CH3:14])=[C:8]([CH3:20])[CH:7]=1)(O)[CH3:4].CC(C)([O-])C.[K+].FC(F)(F)C(OC(=O)C(F)(F)F)=O, predict the reaction product. (2) Given the reactants C([N:4]1[C:12]2[C:7](=[CH:8][C:9]([N+:13]([O-:15])=[O:14])=[CH:10][CH:11]=2)[C:6](=[C:16](OCC)[C:17]2[CH:22]=[CH:21][CH:20]=[CH:19][CH:18]=2)[C:5]1=[O:26])(=O)C.[CH3:27][N:28]1[CH2:33][CH2:32][N:31]([CH2:34][CH2:35][C:36]2[CH:42]=[CH:41][C:39]([NH2:40])=[CH:38][CH:37]=2)[CH2:30][CH2:29]1.[OH-].[Na+], predict the reaction product. The product is: [CH3:27][N:28]1[CH2:33][CH2:32][N:31]([CH2:34][CH2:35][C:36]2[CH:42]=[CH:41][C:39]([NH:40]/[C:16](=[C:6]3\[C:5](=[O:26])[NH:4][C:12]4[C:7]\3=[CH:8][C:9]([N+:13]([O-:15])=[O:14])=[CH:10][CH:11]=4)/[C:17]3[CH:18]=[CH:19][CH:20]=[CH:21][CH:22]=3)=[CH:38][CH:37]=2)[CH2:30][CH2:29]1. (3) Given the reactants C([N:4]1[C@@H:9]([CH3:10])[CH2:8][N:7]([C:11]([O:13][CH:14]([CH3:16])[CH3:15])=[O:12])[C:6]2[CH:17]=[C:18]([Br:21])[CH:19]=[N:20][C:5]1=2)(=O)C.[OH-].[Na+], predict the reaction product. The product is: [Br:21][C:18]1[CH:19]=[N:20][C:5]2[NH:4][C@@H:9]([CH3:10])[CH2:8][N:7]([C:11]([O:13][CH:14]([CH3:16])[CH3:15])=[O:12])[C:6]=2[CH:17]=1. (4) Given the reactants [Cl:1][C:2]1[C:3]([NH:25][C:26](=[O:35])[CH2:27][S:28][C:29]2[CH:34]=[CH:33][CH:32]=[CH:31][CH:30]=2)=[C:4]2[C:9](=[CH:10][CH:11]=1)[N:8]=[C:7]([N:12]1[CH2:16][CH2:15][C@@H:14]([O:17][Si](C(C)(C)C)(C)C)[CH2:13]1)[CH:6]=[CH:5]2.[F-].C([N+](CCCC)(CCCC)CCCC)CCC, predict the reaction product. The product is: [Cl:1][C:2]1[C:3]([NH:25][C:26](=[O:35])[CH2:27][S:28][C:29]2[CH:30]=[CH:31][CH:32]=[CH:33][CH:34]=2)=[C:4]2[C:9](=[CH:10][CH:11]=1)[N:8]=[C:7]([N:12]1[CH2:16][CH2:15][C@@H:14]([OH:17])[CH2:13]1)[CH:6]=[CH:5]2. (5) Given the reactants Cl.C(OC([NH:9][CH:10]1[CH2:15][CH2:14][CH:13]([N:16]([C@@H:24]2[CH2:26][C@H:25]2[C:27]2[S:31][C:30]([C:32]3[CH:37]=[CH:36][CH:35]=[C:34]([NH:38][S:39]([C:42]4[CH:47]=[CH:46][CH:45]=[CH:44][C:43]=4[C:48]#[N:49])(=[O:41])=[O:40])[CH:33]=3)=[N:29][CH:28]=2)C(=O)OC(C)(C)C)[CH2:12][CH2:11]1)=O)(C)(C)C, predict the reaction product. The product is: [NH2:9][CH:10]1[CH2:15][CH2:14][CH:13]([NH:16][C@@H:24]2[CH2:26][C@H:25]2[C:27]2[S:31][C:30]([C:32]3[CH:33]=[C:34]([NH:38][S:39]([C:42]4[CH:47]=[CH:46][CH:45]=[CH:44][C:43]=4[C:48]#[N:49])(=[O:41])=[O:40])[CH:35]=[CH:36][CH:37]=3)=[N:29][CH:28]=2)[CH2:12][CH2:11]1. (6) Given the reactants C(OC([N:8]([C:26]1[CH:30]=[C:29]([CH3:31])[N:28](C(OC(C)(C)C)=O)[N:27]=1)[C:9]1[C:18]2[C:13](=[CH:14][C:15]([C:19]([OH:21])=[O:20])=[CH:16][CH:17]=2)[C:12](=[O:22])[N:11]([CH:23]([CH3:25])[CH3:24])[N:10]=1)=O)(C)(C)C, predict the reaction product. The product is: [CH:23]([N:11]1[C:12](=[O:22])[C:13]2[C:18](=[CH:17][CH:16]=[C:15]([C:19]([OH:21])=[O:20])[CH:14]=2)[C:9]([NH:8][C:26]2[CH:30]=[C:29]([CH3:31])[NH:28][N:27]=2)=[N:10]1)([CH3:25])[CH3:24]. (7) Given the reactants Br[C:2]1[C:7](=[O:8])[N:6]([CH2:9][C:10]2[CH:15]=[CH:14][C:13]([C:16]3[C:17]([C:22]#[N:23])=[CH:18][CH:19]=[CH:20][CH:21]=3)=[CH:12][CH:11]=2)[C:5]([CH2:24][CH2:25][CH3:26])=[N:4][C:3]=1[CH2:27][CH3:28].[O:29]1[C:33]2[CH:34]=[CH:35][C:36](B(O)O)=[CH:37][C:32]=2[CH2:31][CH2:30]1.C(=O)([O-])[O-].[Cs+].[Cs+], predict the reaction product. The product is: [O:29]1[C:33]2[CH:34]=[CH:35][C:36]([C:2]3[C:7](=[O:8])[N:6]([CH2:9][C:10]4[CH:15]=[CH:14][C:13]([C:16]5[C:17]([C:22]#[N:23])=[CH:18][CH:19]=[CH:20][CH:21]=5)=[CH:12][CH:11]=4)[C:5]([CH2:24][CH2:25][CH3:26])=[N:4][C:3]=3[CH2:27][CH3:28])=[CH:37][C:32]=2[CH2:31][CH2:30]1. (8) The product is: [C:1]([C:3]1([NH:6][C:7](=[O:8])[C@@H:9]([NH2:15])[CH2:10][C:11]([F:14])([F:13])[CH3:12])[CH2:4][CH2:5]1)#[N:2]. Given the reactants [C:1]([C:3]1([NH:6][C:7]([C@@H:9]([NH:15]C(=O)OC(C)(C)C)[CH2:10][C:11]([F:14])([F:13])[CH3:12])=[O:8])[CH2:5][CH2:4]1)#[N:2], predict the reaction product.